Dataset: Forward reaction prediction with 1.9M reactions from USPTO patents (1976-2016). Task: Predict the product of the given reaction. (1) Given the reactants [NH2:1][C:2]1[CH:3]=[C:4]([C:8]2[C:9]([C:15]3[CH:20]=[CH:19][N:18]=[C:17]([NH2:21])[N:16]=3)=[N:10][N:11]([CH2:13][CH3:14])[CH:12]=2)[CH:5]=[CH:6][CH:7]=1.[F:22][C:23]1[CH:28]=[C:27]([N:29]=[C:30]=[O:31])[CH:26]=[CH:25][C:24]=1[Br:32], predict the reaction product. The product is: [NH2:21][C:17]1[N:16]=[C:15]([C:9]2[C:8]([C:4]3[CH:3]=[C:2]([NH:1][C:30]([NH:29][C:27]4[CH:26]=[CH:25][C:24]([Br:32])=[C:23]([F:22])[CH:28]=4)=[O:31])[CH:7]=[CH:6][CH:5]=3)=[CH:12][N:11]([CH2:13][CH3:14])[N:10]=2)[CH:20]=[CH:19][N:18]=1. (2) Given the reactants [Cl:1][C:2]1[CH:7]=[C:6]([OH:8])[CH:5]=[CH:4][N:3]=1.Br.Br[CH2:11][C:12]1[CH:13]=[N:14][CH:15]=[CH:16][CH:17]=1.[OH-].[Na+], predict the reaction product. The product is: [Cl:1][C:2]1[CH:7]=[C:6]([O:8][CH2:11][C:12]2[CH:13]=[N:14][CH:15]=[CH:16][CH:17]=2)[CH:5]=[CH:4][N:3]=1.